This data is from Catalyst prediction with 721,799 reactions and 888 catalyst types from USPTO. The task is: Predict which catalyst facilitates the given reaction. (1) Reactant: Cl.C(O)C.CC(C)=O.C(OC([N:16]1[CH2:21][CH2:20][N:19]([C:22]([C:24]2[CH:29]=[CH:28][C:27]([C:30]3[CH:35]=[CH:34][CH:33]=[CH:32][N+:31]=3[O-:36])=[CH:26][CH:25]=2)=[O:23])[CH2:18][CH2:17]1)=O)(C)(C)C. Product: [N:19]1([C:22]([C:24]2[CH:29]=[CH:28][C:27]([C:30]3[CH:35]=[CH:34][CH:33]=[CH:32][N+:31]=3[O-:36])=[CH:26][CH:25]=2)=[O:23])[CH2:20][CH2:21][NH:16][CH2:17][CH2:18]1. The catalyst class is: 4. (2) The catalyst class is: 7. Product: [CH2:1]([O:3][C:4]([C:6]1[O:10][C:9]([C:11]2[CH2:16][CH2:15][CH2:14][CH2:13][CH:12]=2)=[N:8][C:7]=1[CH2:18][N:20]1[CH2:25][CH2:24][O:23][CH2:22][CH2:21]1)=[O:5])[CH3:2]. Reactant: [CH2:1]([O:3][C:4]([C:6]1[O:10][C:9]([C:11]2(Br)[CH2:16][CH2:15][CH2:14][CH2:13][CH2:12]2)=[N:8][C:7]=1[CH2:18]Br)=[O:5])[CH3:2].[NH:20]1[CH2:25][CH2:24][O:23][CH2:22][CH2:21]1.C1CCN2C(=NCCC2)CC1.